This data is from Peptide-MHC class I binding affinity with 185,985 pairs from IEDB/IMGT. The task is: Regression. Given a peptide amino acid sequence and an MHC pseudo amino acid sequence, predict their binding affinity value. This is MHC class I binding data. (1) The peptide sequence is HAETESATL. The MHC is HLA-B27:05 with pseudo-sequence HLA-B27:05. The binding affinity (normalized) is 0.0847. (2) The peptide sequence is RRRGACVVY. The MHC is HLA-B07:02 with pseudo-sequence HLA-B07:02. The binding affinity (normalized) is 0.213. (3) The binding affinity (normalized) is 0.960. The MHC is HLA-A01:01 with pseudo-sequence HLA-A01:01. The peptide sequence is VTDNNRSFY. (4) The binding affinity (normalized) is 0. The peptide sequence is QRRTLDLLKY. The MHC is H-2-Db with pseudo-sequence H-2-Db. (5) The peptide sequence is PSPGIMLVL. The MHC is Mamu-A01 with pseudo-sequence Mamu-A01. The binding affinity (normalized) is 0.853.